Dataset: Reaction yield outcomes from USPTO patents with 853,638 reactions. Task: Predict the reaction yield, written as a fraction of the theoretical maximum amount of product (1.0 means a 100% yield; for example, 0.34 means a 34% yield). The reactants are [NH2:1][C:2]1[CH:7]=[CH:6][C:5]([C:8]2[S:9][C:10]3[CH:16]=[C:15]([CH3:17])[CH:14]=[CH:13][C:11]=3[N:12]=2)=[CH:4][CH:3]=1.[O:18]1[CH:22]=[CH:21][CH:20]=[C:19]1[C:23](Cl)=[O:24].C(N(CC)CC)C. The catalyst is C(Cl)Cl. The product is [O:18]1[CH:22]=[CH:21][CH:20]=[C:19]1[C:23]([NH:1][C:2]1[CH:3]=[CH:4][C:5]([C:8]2[S:9][C:10]3[CH:16]=[C:15]([CH3:17])[CH:14]=[CH:13][C:11]=3[N:12]=2)=[CH:6][CH:7]=1)=[O:24]. The yield is 0.460.